This data is from Experimentally validated miRNA-target interactions with 360,000+ pairs, plus equal number of negative samples. The task is: Binary Classification. Given a miRNA mature sequence and a target amino acid sequence, predict their likelihood of interaction. (1) The miRNA is hsa-miR-4764-3p with sequence UUAACUCCUUUCACACCCAUGG. The protein sequence of the target gene is MGSLFGRVAALRALLCGPRFQCLLVRPSSGGPPWPQERTLVAVKPDGVQRRLVGTVIQRFERRGFKLVGMKMLQAPESILAEHYRDLQRKPFYPALISYMSSGPVVAMVWEGPNVVHISRAMIGHTDSTEAAPGTIRGDFSVHISRNVIHASDSVDGAQREIELWFQSSELLNWADGGHHSSCYPA. Result: 0 (no interaction). (2) The miRNA is hsa-miR-526b-5p with sequence CUCUUGAGGGAAGCACUUUCUGU. The protein sequence of the target gene is MWLYLAVFVGLYYLLHWYRERQVLSHLRDKYVFITGCDSGFGKLLARQLDARGLRVLAACLTEKGAEQLRGQTSDRLETVTLDVTKTESVAAAAQWVKECVRDKGLWGLVNNAGISLPTAPNELLTKQDFVTILDVNLLGVIDVTLSLLPLVRRARGRVVNVSSVMGRVSLFGGGYCISKYGVEAFSDSLRRELSYFGVKVAMIEPGYFKTAVTSKERFLKSFLEIWDRSSPEVKEAYGEKFVADYKKSAEQMEQKCTQDLSLVTNCMEHALIACHPRTRYSAGWDAKLLYLPMSYMPTF.... Result: 0 (no interaction). (3) The miRNA is hsa-miR-7975 with sequence AUCCUAGUCACGGCACCA. The protein sequence of the target gene is MKSSVAQIKPSSGHDRRENLNSYQRNSSPEDRYEEQERSPRDRDYFDYSRSDYEHSRRGRSYDSSMESRNRDREKRRERERDTDRKRSRKSPSPGRRNPETSVTQSSSAQDEPATKKKKDELDPLLTRTGGAYIPPAKLRMMQEQITDKNSLAYQRMSWEALKKSINGLINKVNISNISIIIQELLQENIVRGRGLLSRSVLQAQSASPIFTHVYAALVAIINSKFPQIGELILKRLILNFRKGYRRNDKQLCLTASKFVAHLINQNVAHEVLCLEMLTLLLERPTDDSVEVAIGFLKEC.... Result: 0 (no interaction). (4) The miRNA is hsa-miR-7161-5p with sequence UAAAGACUGUAGAGGCAACUGGU. The protein sequence of the target gene is MSLQWTAVATFLYAEVFVVLLLCIPFISPKRWQKIFKSRLVELLVSYGNTFFVVLIVILVLLVIDAVREIRKYDDVTEKVNLQNNPGAMEHFHMKLFRAQRNLYIAGFSLLLSFLLRRLVTLISQQATLLASNEAFKKQAESASEAAKKYMEENDQLKKGAAVDGGKLDVGNAEVKLEEENRSLKADLQKLKDELASTKQKLEKAENQVLAMRKQSEGLTKEYDRLLEEHAKLQAAVDGPMDKKEE. Result: 0 (no interaction).